Dataset: Forward reaction prediction with 1.9M reactions from USPTO patents (1976-2016). Task: Predict the product of the given reaction. (1) Given the reactants [F:1][C:2]1[CH:3]=[C:4]([OH:9])[CH:5]=[CH:6][C:7]=1[NH2:8].[Cl:10][C:11]1[CH:16]=[CH:15][C:14]([N:17]=[C:18]=[O:19])=[CH:13][C:12]=1[C:20]([F:23])([F:22])[F:21].O, predict the reaction product. The product is: [Cl:10][C:11]1[CH:16]=[CH:15][C:14]([NH:17][C:18]([NH:8][C:7]2[CH:6]=[CH:5][C:4]([OH:9])=[CH:3][C:2]=2[F:1])=[O:19])=[CH:13][C:12]=1[C:20]([F:21])([F:22])[F:23]. (2) Given the reactants [NH2:1][CH2:2][CH2:3][NH:4][C:5]1[N:6]=[C:7]([C:12]2[CH:17]=[CH:16][C:15]([Cl:18])=[CH:14][C:13]=2[Cl:19])[C:8]([NH2:11])=[N:9][CH:10]=1.Cl[C:21]1[N:26]=[C:25]([NH2:27])[C:24]([N+:28]([O-:30])=[O:29])=[CH:23][CH:22]=1, predict the reaction product. The product is: [NH2:27][C:25]1[N:26]=[C:21]([NH:1][CH2:2][CH2:3][NH:4][C:5]2[N:6]=[C:7]([C:12]3[CH:17]=[CH:16][C:15]([Cl:18])=[CH:14][C:13]=3[Cl:19])[C:8]([NH2:11])=[N:9][CH:10]=2)[CH:22]=[CH:23][C:24]=1[N+:28]([O-:30])=[O:29]. (3) Given the reactants [CH2:1]([O:8][C:9]1[CH:10]=[C:11]([CH2:22][CH2:23][C:24](O)=[O:25])[CH:12]=[N:13][C:14]=1[NH:15][C:16]1[S:17][CH:18]=[C:19]([CH3:21])[N:20]=1)[C:2]1[CH:7]=[CH:6][CH:5]=[CH:4][CH:3]=1.C(N(CC)CC)C.C([Cl:39])(=O)OCC.[CH3:40][N:41]1[CH2:46][CH2:45][NH:44][CH2:43][CH2:42]1.[ClH:47], predict the reaction product. The product is: [ClH:39].[ClH:47].[CH2:1]([O:8][C:9]1[CH:10]=[C:11]([CH2:22][CH2:23][C:24]([N:44]2[CH2:45][CH2:46][N:41]([CH3:40])[CH2:42][CH2:43]2)=[O:25])[CH:12]=[N:13][C:14]=1[NH:15][C:16]1[S:17][CH:18]=[C:19]([CH3:21])[N:20]=1)[C:2]1[CH:7]=[CH:6][CH:5]=[CH:4][CH:3]=1. (4) Given the reactants Br[CH2:2][CH2:3][NH:4][C:5]1[C:14]2[C:9](=[CH:10][C:11]([Cl:15])=[CH:12][CH:13]=2)[N:8]=[CH:7][CH:6]=1.[CH:16]1[C:17]2[C:32](=[O:33])[C:31]([C:34]([OH:36])=[O:35])=[CH:30][N:29]([CH:37]3[CH2:39][CH2:38]3)[C:18]=2[CH:19]=[C:20]([N:23]2[CH2:28][CH2:27][NH:26][CH2:25][CH2:24]2)[C:21]=1[F:22].C(=O)([O-])[O-].[K+].[K+].Cl.CC(O)C, predict the reaction product. The product is: [ClH:15].[Cl:15][C:11]1[CH:10]=[C:9]2[C:14]([C:5]([NH:4][CH2:3][CH2:2][N:26]3[CH2:27][CH2:28][N:23]([C:20]4[CH:19]=[C:18]5[C:17]([C:32](=[O:33])[C:31]([C:34]([OH:36])=[O:35])=[CH:30][N:29]5[CH:37]5[CH2:38][CH2:39]5)=[CH:16][C:21]=4[F:22])[CH2:24][CH2:25]3)=[CH:6][CH:7]=[N:8]2)=[CH:13][CH:12]=1. (5) Given the reactants [F:1][C:2]1[CH:3]=[CH:4][C:5]([CH3:12])=[C:6]([S:8](Cl)(=[O:10])=[O:9])[CH:7]=1.[NH4+:13].[OH-], predict the reaction product. The product is: [F:1][C:2]1[CH:3]=[CH:4][C:5]([CH3:12])=[C:6]([S:8]([NH2:13])(=[O:10])=[O:9])[CH:7]=1. (6) Given the reactants [Cl:1][C:2]1[CH:23]=[CH:22][C:5]([O:6][CH:7]2[CH2:12][CH2:11][N:10]([C:13]([CH:15]3[CH2:19][CH:18]([OH:20])[CH:17]([OH:21])[CH2:16]3)=O)[CH2:9][CH2:8]2)=[C:4]([CH3:24])[CH:3]=1.B.CO, predict the reaction product. The product is: [Cl:1][C:2]1[CH:23]=[CH:22][C:5]([O:6][CH:7]2[CH2:8][CH2:9][N:10]([CH2:13][CH:15]3[CH2:16][CH:17]([OH:21])[CH:18]([OH:20])[CH2:19]3)[CH2:11][CH2:12]2)=[C:4]([CH3:24])[CH:3]=1. (7) Given the reactants Cl[CH2:2][C@H:3]([CH3:13])[CH2:4][O:5][C:6]1[CH:11]=[CH:10][CH:9]=[C:8]([F:12])[CH:7]=1.[CH3:14][CH:15]([CH3:31])[C:16]([NH:18][C:19]1[CH:24]=[CH:23][CH:22]=[C:21]([CH:25]2[CH2:30][CH2:29][NH:28][CH2:27][CH2:26]2)[CH:20]=1)=[O:17], predict the reaction product. The product is: [F:12][C:8]1[CH:7]=[C:6]([CH:11]=[CH:10][CH:9]=1)[O:5][CH2:4][C@@H:3]([CH3:13])[CH2:2][N:28]1[CH2:29][CH2:30][CH:25]([C:21]2[CH:20]=[C:19]([NH:18][C:16](=[O:17])[CH:15]([CH3:14])[CH3:31])[CH:24]=[CH:23][CH:22]=2)[CH2:26][CH2:27]1.